This data is from Forward reaction prediction with 1.9M reactions from USPTO patents (1976-2016). The task is: Predict the product of the given reaction. Given the reactants [C:1](Cl)(=[O:3])[CH3:2].N1C=CC=CC=1.[CH2:11]([O:13]/[N:14]=[C:15](/[C:44]1[N:48]=[C:47]([NH2:49])[S:46][N:45]=1)\[C:16]([NH:18][C@@H:19]1[C:26](=[O:27])[N:25]2[C@@H:20]1[S:21][CH2:22][C:23]([S:31][C:32]1[S:33][CH:34]=[C:35]([C:37]3[CH:42]=[CH:41][N+:40]([CH3:43])=[CH:39][CH:38]=3)[N:36]=1)=[C:24]2[C:28]([O-:30])=[O:29])=[O:17])[CH3:12].CC(C)=O, predict the reaction product. The product is: [CH2:11]([O:13]/[N:14]=[C:15](/[C:44]1[N:48]=[C:47]([NH:49][C:1](=[O:3])[CH3:2])[S:46][N:45]=1)\[C:16]([NH:18][C@@H:19]1[C:26](=[O:27])[N:25]2[C@@H:20]1[S:21][CH2:22][C:23]([S:31][C:32]1[S:33][CH:34]=[C:35]([C:37]3[CH:38]=[CH:39][N+:40]([CH3:43])=[CH:41][CH:42]=3)[N:36]=1)=[C:24]2[C:28]([O-:30])=[O:29])=[O:17])[CH3:12].